Dataset: Forward reaction prediction with 1.9M reactions from USPTO patents (1976-2016). Task: Predict the product of the given reaction. (1) Given the reactants [CH:1]([NH:4][CH3:5])([CH3:3])[CH3:2].[CH2:6]([O:8][NH:9][C:10](=[O:31])[C:11]1[CH:16]=[CH:15][C:14]([CH3:17])=[C:13]([N:18]2[C:27](=[O:28])[C:26]3[C:21](=[CH:22][CH:23]=[C:24]([CH:29]=O)[CH:25]=3)[N:20]=[CH:19]2)[CH:12]=1)[CH3:7].C(O[BH3-])(=O)C.[Na+], predict the reaction product. The product is: [CH2:6]([O:8][NH:9][C:10](=[O:31])[C:11]1[CH:16]=[CH:15][C:14]([CH3:17])=[C:13]([N:18]2[C:27](=[O:28])[C:26]3[C:21](=[CH:22][CH:23]=[C:24]([CH2:29][N:4]([CH:1]([CH3:3])[CH3:2])[CH3:5])[CH:25]=3)[N:20]=[CH:19]2)[CH:12]=1)[CH3:7]. (2) The product is: [NH2:9][C:8]1[CH:7]=[CH:6][C:5]([N:12]2[CH2:19][CH:18]3[O:20][CH:14]([CH2:15][N:16]([CH2:21][CH2:22][OH:23])[CH2:17]3)[CH2:13]2)=[CH:4][C:3]=1[O:2][CH3:1]. Given the reactants [CH3:1][O:2][C:3]1[CH:4]=[C:5]([N:12]2[CH2:19][CH:18]3[O:20][CH:14]([CH2:15][N:16]([CH2:21][CH2:22][OH:23])[CH2:17]3)[CH2:13]2)[CH:6]=[CH:7][C:8]=1[N+:9]([O-])=O, predict the reaction product. (3) Given the reactants [F:1][C:2]1[CH:7]=[CH:6][C:5]([C:8]2[CH:9]=[CH:10][C:11]3[O:15][C:14]([CH2:16][O:17][C:18](=[O:30])[NH:19][C:20]4[C:28]5[C:27](=[O:29])[O:26][NH:25][C:24]=5[CH:23]=[CH:22][CH:21]=4)=[CH:13][C:12]=3[CH:31]=2)=[CH:4][CH:3]=1, predict the reaction product. The product is: [NH2:25][C:24]1[CH:23]=[CH:22][CH:21]=[C:20]([NH:19][C:18]([O:17][CH2:16][C:14]2[O:15][C:11]3[CH:10]=[CH:9][C:8]([C:5]4[CH:4]=[CH:3][C:2]([F:1])=[CH:7][CH:6]=4)=[CH:31][C:12]=3[CH:13]=2)=[O:30])[C:28]=1[C:27]([OH:29])=[O:26]. (4) The product is: [CH3:74][C:75]1[O:87][C:86]([C:4]2[CH:3]=[C:2]([CH3:1])[CH:7]=[CH:6][CH:5]=2)=[N:84][C:70]=1[CH2:69][O:68][CH2:66][CH:62]1[CH2:63][CH2:64][CH2:65][CH:60]([NH:59][C:76]([CH:77]2[CH2:82][CH2:81][CH:80]2[C:9]([OH:10])=[O:12])=[O:24])[CH2:61]1. Given the reactants [CH2:1](Br)[C:2]1[CH:7]=[CH:6][CH:5]=[CH:4][CH:3]=1.[C:9](=[O:12])([O-])[O-:10].[K+].[K+].Cl.NC1CCCC(C(OC)=[O:24])C1.C(N(CC1C=CC=CC=1)C1CCCC(C(OC)=O)C1)C1C=CC=CC=1.C([N:59]([CH2:76][C:77]1[CH:82]=[CH:81][CH:80]=CC=1)[CH:60]1[CH2:65][CH2:64][CH2:63][CH:62]([C:66]([O:68][CH2:69][C:70]2[CH:75]=[CH:74]C=CC=2)=O)[CH2:61]1)C1C=CC=CC=1.C[N:84]([CH:86]=[O:87])C, predict the reaction product. (5) Given the reactants C12CC(CC1)C=C2B(O)O.[F:11][C:12]1[C:13]([CH2:25][NH:26][C@H:27]([CH:30]([CH3:32])[CH3:31])[CH2:28][OH:29])=[N:14][C:15]([C:18]2[CH2:23][CH2:22][CH:21]([CH3:24])[CH2:20][CH:19]=2)=[CH:16][CH:17]=1, predict the reaction product. The product is: [F:11][C:12]1[C:13]([CH2:25][NH:26][C@H:27]([CH:30]([CH3:32])[CH3:31])[CH2:28][OH:29])=[N:14][C:15]([C:18]2[CH2:23][CH2:22][CH:21]([CH3:24])[CH2:20][CH:19]=2)=[CH:16][CH:17]=1.[F:11][C:12]1[C:13]([CH2:25][NH:26][C@H:27]([CH:30]([CH3:32])[CH3:31])[CH2:28][OH:29])=[N:14][C:15]([CH:18]2[CH2:19][CH2:20][CH:21]([CH3:24])[CH2:22][CH2:23]2)=[CH:16][CH:17]=1. (6) Given the reactants [CH3:1][O:2][C:3]1[CH:8]=[CH:7][N:6]([C:9]2[S:10][C:11]([C:15]([OH:17])=O)=[C:12]([CH3:14])[N:13]=2)[C:5](=[O:18])[CH:4]=1.[N:19]1[CH:24]=[CH:23][CH:22]=[C:21]([CH2:25][NH2:26])[CH:20]=1, predict the reaction product. The product is: [CH3:1][O:2][C:3]1[CH:8]=[CH:7][N:6]([C:9]2[S:10][C:11]([C:15]([NH:26][CH2:25][C:21]3[CH:20]=[N:19][CH:24]=[CH:23][CH:22]=3)=[O:17])=[C:12]([CH3:14])[N:13]=2)[C:5](=[O:18])[CH:4]=1. (7) Given the reactants Cl.[F:2][C:3]1[CH:8]=[CH:7][CH:6]=[CH:5][C:4]=1[NH:9][NH2:10].C(N(CC)CC)C.[NH2:18]/[C:19](/OCC)=[CH:20]\[C:21](=O)[C:22]([F:25])([F:24])[F:23], predict the reaction product. The product is: [F:2][C:3]1[CH:8]=[CH:7][CH:6]=[CH:5][C:4]=1[N:9]1[C:21]([C:22]([F:25])([F:24])[F:23])=[CH:20][C:19]([NH2:18])=[N:10]1.